This data is from Forward reaction prediction with 1.9M reactions from USPTO patents (1976-2016). The task is: Predict the product of the given reaction. (1) Given the reactants C[C:2]1[N:3]=[C:4]([C:13]2[N:17](C3CCCCO3)[N:16]=[CH:15][CH:14]=2)[C:5]2[CH2:11][CH:10](C)[NH:9][CH2:8][C:6]=2[N:7]=1.[Cl:24][C:25]1[C:33]([C:34]([F:37])([F:36])[F:35])=[CH:32][CH:31]=[CH:30][C:26]=1[C:27](Cl)=[O:28].F[C:39]1C(C(F)(F)F)=CC=CC=1C(Cl)=O, predict the reaction product. The product is: [Cl:24][C:25]1[C:33]([C:34]([F:37])([F:36])[F:35])=[CH:32][CH:31]=[CH:30][C:26]=1[C:27]([N:9]1[CH2:10][CH2:11][C:5]2[C:4]([C:13]3[NH:17][N:16]=[CH:15][CH:14]=3)=[N:3][CH:2]=[N:7][C:6]=2[CH:8]1[CH3:39])=[O:28]. (2) Given the reactants [C:1]([O:4][CH:5]=[CH2:6])(=[O:3])[CH3:2].[CH2:7]([NH:11][C:12](=[O:15])[CH:13]=[CH2:14])[CH2:8][CH2:9][CH3:10].CC(N=NC(C#N)(C)C)(C#N)C, predict the reaction product. The product is: [C:1]([O:4][CH:5]=[CH2:6])(=[O:3])[CH3:2].[CH2:7]([NH:11][C:12](=[O:15])[CH:13]=[CH2:14])[CH2:8][CH2:9][CH3:10]. (3) The product is: [CH3:29][N:30]1[CH:34]=[CH:33][C:32]([NH:35][C:6]([C:8]2[CH:24]=[C:23]([O:25][CH:26]([CH3:28])[CH3:27])[C:11]3[CH2:12][CH:13]([CH2:15][O:16][C:17]4[CH:18]=[CH:19][CH:20]=[CH:21][CH:22]=4)[O:14][C:10]=3[CH:9]=2)=[O:7])=[N:31]1. Given the reactants C(O[C:6]([C:8]1[CH:24]=[C:23]([O:25][CH:26]([CH3:28])[CH3:27])[C:11]2[CH2:12][CH:13]([CH2:15][O:16][C:17]3[CH:22]=[CH:21][CH:20]=[CH:19][CH:18]=3)[O:14][C:10]=2[CH:9]=1)=[O:7])(C)(C)C.[CH3:29][N:30]1[CH:34]=[CH:33][C:32]([NH2:35])=[N:31]1, predict the reaction product. (4) Given the reactants Br[C:2]1[CH:7]=[CH:6][C:5]([S:8]([NH:11][C:12]2[S:13][CH:14]=[CH:15][N:16]=2)(=[O:10])=[O:9])=[C:4]([F:17])[CH:3]=1.CC1(C)C2C=CC=C(P(C3C=CC=CC=3)C3C=CC=CC=3)C=2OC2C1=CC=CC=2P(C1C=CC=CC=1)C1C=CC=CC=1.[C:60]1([C:67]2[CH:72]=[CH:71][CH:70]=[CH:69][CH:68]=2)[C:61]([NH2:66])=[CH:62][CH:63]=[CH:64][CH:65]=1.CC(C)([O-])C.[Na+].C(O)(C)(C)C, predict the reaction product. The product is: [C:60]1([C:67]2[CH:68]=[CH:69][CH:70]=[CH:71][CH:72]=2)[CH:65]=[CH:64][CH:63]=[CH:62][C:61]=1[NH:66][C:2]1[CH:7]=[CH:6][C:5]([S:8]([NH:11][C:12]2[S:13][CH:14]=[CH:15][N:16]=2)(=[O:10])=[O:9])=[C:4]([F:17])[CH:3]=1. (5) Given the reactants [CH3:1][C:2]1[C:3](=[O:9])[O:4][C:5]([CH3:8])(O)[CH:6]=1.[NH2:10][C:11]1[CH:16]=[CH:15][CH:14]=[CH:13][CH:12]=1, predict the reaction product. The product is: [C:11]1([NH:10][C:5]2([CH3:8])[O:4][C:3](=[O:9])[C:2]([CH3:1])=[CH:6]2)[CH:16]=[CH:15][CH:14]=[CH:13][CH:12]=1.